Dataset: Reaction yield outcomes from USPTO patents with 853,638 reactions. Task: Predict the reaction yield, written as a fraction of the theoretical maximum amount of product (1.0 means a 100% yield; for example, 0.34 means a 34% yield). The reactants are Cl[C:2]1[N:7]=[CH:6][C:5]([C:8]2[C:17]3[C:12](=[CH:13][C:14]([O:23][CH3:24])=[C:15]4[O:20][C:19]([CH3:22])([CH3:21])[CH2:18][C:16]4=3)[CH2:11][C:10]([CH3:26])([CH3:25])[N:9]=2)=[CH:4][CH:3]=1.[OH-:27].[Na+]. The catalyst is Cl. The product is [CH3:24][O:23][C:14]1[CH:13]=[C:12]2[C:17](=[C:16]3[CH2:18][C:19]([CH3:22])([CH3:21])[O:20][C:15]=13)[C:8]([C:5]1[CH:4]=[CH:3][C:2](=[O:27])[NH:7][CH:6]=1)=[N:9][C:10]([CH3:26])([CH3:25])[CH2:11]2. The yield is 0.940.